This data is from Full USPTO retrosynthesis dataset with 1.9M reactions from patents (1976-2016). The task is: Predict the reactants needed to synthesize the given product. (1) Given the product [N:17]1([CH2:16][CH2:15][CH2:14][N:10]2[C:11]3[C:6](=[CH:5][C:4]([NH2:1])=[CH:13][CH:12]=3)[CH2:7][CH2:8][CH2:9]2)[CH2:21][CH2:20][CH2:19][CH2:18]1, predict the reactants needed to synthesize it. The reactants are: [N+:1]([C:4]1[CH:5]=[C:6]2[C:11](=[CH:12][CH:13]=1)[N:10]([CH2:14][CH2:15][CH2:16][N:17]1[CH2:21][CH2:20][CH2:19][CH2:18]1)[CH2:9][CH2:8][CH2:7]2)([O-])=O. (2) Given the product [Br:14][C:9]1[CH:8]=[C:7]([C:15]([C:17]2[CH:18]=[N:19][CH:20]=[CH:21][CH:22]=2)=[O:26])[CH:12]=[C:11]([Cl:13])[CH:10]=1, predict the reactants needed to synthesize it. The reactants are: [Li]CCCC.Br[C:7]1[CH:12]=[C:11]([Cl:13])[CH:10]=[C:9]([Br:14])[CH:8]=1.[C:15]([C:17]1[CH:18]=[N:19][CH:20]=[CH:21][CH:22]=1)#N.Cl.CC[O:26]CC. (3) Given the product [F:11][C:12]1[CH:17]=[CH:16][C:15]([C:2]2[CH:10]=[CH:9][C:5]([C:6]([OH:8])=[O:7])=[CH:4][CH:3]=2)=[CH:14][CH:13]=1, predict the reactants needed to synthesize it. The reactants are: Br[C:2]1[CH:10]=[CH:9][C:5]([C:6]([OH:8])=[O:7])=[CH:4][CH:3]=1.[F:11][C:12]1[CH:17]=[CH:16][C:15](OB(O)O)=[CH:14][CH:13]=1. (4) Given the product [F:25][C:26]1[CH:27]=[C:28]([NH:29][C:2]2[C:3]3[NH:15][N:14]=[CH:13][C:4]=3[N:5]=[C:6]([C:8]3[S:9][CH:10]=[CH:11][CH:12]=3)[N:7]=2)[CH:30]=[CH:31][C:32]=1[N:33]1[CH2:34][CH2:35][O:36][CH2:37][CH2:38]1, predict the reactants needed to synthesize it. The reactants are: Cl[C:2]1[C:3]2[C:4](=[CH:13][N:14](CC3C=CC(OC)=CC=3)[N:15]=2)[N:5]=[C:6]([C:8]2[S:9][CH:10]=[CH:11][CH:12]=2)[N:7]=1.[F:25][C:26]1[CH:27]=[C:28]([CH:30]=[CH:31][C:32]=1[N:33]1[CH2:38][CH2:37][O:36][CH2:35][CH2:34]1)[NH2:29].Cl.